Dataset: Forward reaction prediction with 1.9M reactions from USPTO patents (1976-2016). Task: Predict the product of the given reaction. (1) Given the reactants [CH2:1]([O:3][C:4](=[O:17])[C:5]([O:8][C:9]1[CH:14]=[CH:13][C:12]([OH:15])=[CH:11][C:10]=1[CH3:16])([CH3:7])[CH3:6])[CH3:2].Cl[CH2:19][C:20]1[C:21]([CH2:36][CH2:37][O:38][CH3:39])=[N:22][C:23]([C:26]2[CH:31]=[CH:30][C:29]([C:32]([F:35])([F:34])[F:33])=[CH:28][CH:27]=2)=[N:24][CH:25]=1, predict the reaction product. The product is: [CH2:1]([O:3][C:4](=[O:17])[C:5]([O:8][C:9]1[CH:14]=[CH:13][C:12]([O:15][CH2:19][C:20]2[C:21]([CH2:36][CH2:37][O:38][CH3:39])=[N:22][C:23]([C:26]3[CH:27]=[CH:28][C:29]([C:32]([F:35])([F:34])[F:33])=[CH:30][CH:31]=3)=[N:24][CH:25]=2)=[CH:11][C:10]=1[CH3:16])([CH3:6])[CH3:7])[CH3:2]. (2) Given the reactants O.[Sn](Cl)Cl.[Cl:5][C:6]1[CH:14]=[C:13]([Cl:15])[C:12]([N+:16]([O-])=O)=[CH:11][C:7]=1[C:8]([OH:10])=[O:9].C([O-])(O)=O.[Na+].CC(O)=O, predict the reaction product. The product is: [Cl:5][C:6]1[CH:14]=[C:13]([Cl:15])[C:12]([NH2:16])=[CH:11][C:7]=1[C:8]([OH:10])=[O:9].